Dataset: Catalyst prediction with 721,799 reactions and 888 catalyst types from USPTO. Task: Predict which catalyst facilitates the given reaction. Reactant: [F:1][C:2]1[CH:3]=[C:4]([C:8](=O)[CH2:9][C:10](=O)[C:11]([O:13][CH2:14][CH3:15])=[O:12])[CH:5]=[CH:6][CH:7]=1.[NH2:18][NH2:19]. Product: [F:1][C:2]1[CH:3]=[C:4]([C:8]2[CH:9]=[C:10]([C:11]([O:13][CH2:14][CH3:15])=[O:12])[NH:19][N:18]=2)[CH:5]=[CH:6][CH:7]=1. The catalyst class is: 8.